From a dataset of Reaction yield outcomes from USPTO patents with 853,638 reactions. Predict the reaction yield, written as a fraction of the theoretical maximum amount of product (1.0 means a 100% yield; for example, 0.34 means a 34% yield). The reactants are [N+:1]([CH2:4][CH2:5][C:6]1[NH:7][CH:8]=[CH:9][CH:10]=1)([O-:3])=[O:2].[O:11]=[C:12]([CH:14]=[C:15]([CH3:17])[CH3:16])[CH3:13].[CH2:18]1[CH2:28][CH2:27]N2[C:21](=NCCC2)[CH2:20][CH2:19]1.[CH3:29]C#N. The catalyst is C(OCC)(=O)C. The product is [CH3:29][C:21]1[CH:20]=[CH:19][C:18]([C:10]2[CH:9]=[CH:8][NH:7][C:6]=2[CH2:5][CH:4]([N+:1]([O-:3])=[O:2])[C:15]([CH3:17])([CH3:16])[CH2:14][C:12](=[O:11])[CH3:13])=[CH:28][CH:27]=1. The yield is 0.740.